The task is: Predict the product of the given reaction.. This data is from Forward reaction prediction with 1.9M reactions from USPTO patents (1976-2016). (1) The product is: [Cl:1][C:2]1[CH:3]=[C:23]([CH:7]=[CH:8][C:9]=1[S:10]([N:13]1[CH2:17][CH2:16][CH2:15][CH2:14]1)(=[O:12])=[O:11])[C:22]([OH:18])=[O:24]. Given the reactants [Cl:1][C:2]1[CH:3]=C([CH:7]=[CH:8][C:9]=1[S:10]([N:13]1[CH2:17][CH2:16][CH2:15][CH2:14]1)(=[O:12])=[O:11])C#N.[OH-:18].[Na+].ClCl.[CH2:22]([OH:24])[CH3:23], predict the reaction product. (2) Given the reactants [NH2:1][C:2]1[CH:7]=[CH:6][CH:5]=[CH:4][CH:3]=1.[CH2:8](OCl)[CH2:9]CC.CSCC(OCC)=O.O, predict the reaction product. The product is: [NH:1]1[C:2]2[C:7](=[CH:6][CH:5]=[CH:4][CH:3]=2)[CH:9]=[CH:8]1. (3) Given the reactants Br[C:2]1[CH:7]=[CH:6][C:5]([CH2:8][CH2:9][CH2:10][CH3:11])=[CH:4][CH:3]=1.[B:12]1([B:12]2[O:16][C:15]([CH3:18])([CH3:17])[C:14]([CH3:20])([CH3:19])[O:13]2)[O:16][C:15]([CH3:18])([CH3:17])[C:14]([CH3:20])([CH3:19])[O:13]1.C([O-])([O-])=O.[Cs+].[Cs+].O, predict the reaction product. The product is: [CH2:8]([C:5]1[CH:6]=[CH:7][C:2]([B:12]2[O:16][C:15]([CH3:18])([CH3:17])[C:14]([CH3:20])([CH3:19])[O:13]2)=[CH:3][CH:4]=1)[CH2:9][CH2:10][CH3:11]. (4) Given the reactants [C:9](O[C:9]([O:11][C:12]([CH3:15])([CH3:14])[CH3:13])=[O:10])([O:11][C:12]([CH3:15])([CH3:14])[CH3:13])=[O:10].[N+:16]([C:19]1[CH:34]=[CH:33][CH:32]=[CH:31][C:20]=1[O:21][CH2:22][CH2:23][O:24][CH2:25][CH2:26][NH:27][CH2:28][CH2:29][OH:30])([O-:18])=[O:17].CNCCNC, predict the reaction product. The product is: [C:12]([O:11][C:9](=[O:10])[N:27]([CH2:28][CH2:29][OH:30])[CH2:26][CH2:25][O:24][CH2:23][CH2:22][O:21][C:20]1[CH:31]=[CH:32][CH:33]=[CH:34][C:19]=1[N+:16]([O-:18])=[O:17])([CH3:13])([CH3:14])[CH3:15].